Dataset: Reaction yield outcomes from USPTO patents with 853,638 reactions. Task: Predict the reaction yield, written as a fraction of the theoretical maximum amount of product (1.0 means a 100% yield; for example, 0.34 means a 34% yield). The reactants are [Cl:1][C:2]1[CH:3]=[C:4]([O:21]C)[CH:5]=[C:6]2[C:11]=1[O:10][CH:9]([C:12]([F:15])([F:14])[F:13])[C:8]([C:16]([O:18][CH2:19][CH3:20])=[O:17])=[CH:7]2.B(Br)(Br)Br. The catalyst is C(Cl)Cl. The product is [Cl:1][C:2]1[CH:3]=[C:4]([OH:21])[CH:5]=[C:6]2[C:11]=1[O:10][CH:9]([C:12]([F:15])([F:14])[F:13])[C:8]([C:16]([O:18][CH2:19][CH3:20])=[O:17])=[CH:7]2. The yield is 0.820.